This data is from Reaction yield outcomes from USPTO patents with 853,638 reactions. The task is: Predict the reaction yield, written as a fraction of the theoretical maximum amount of product (1.0 means a 100% yield; for example, 0.34 means a 34% yield). (1) The reactants are [N-:1]1[C:9]2[C:4](=[CH:5][CH:6]=[CH:7][CH:8]=2)[CH:3]=[N:2]1.[C:10]([O:14][CH2:15][CH3:16])(=[O:13])[CH:11]=[CH2:12].[C:17]([O:20][CH2:21][CH3:22])(=O)[CH3:18].CN([CH:26]=[O:27])C. The yield is 0.750. The product is [CH3:18][C:17]1[O:20][C:21]([C:22]2[CH:7]=[CH:6][CH:5]=[CH:4][CH:3]=2)=[N:1][C:9]=1[CH2:8][CH2:26][O:27][C:5]1[CH:6]=[CH:7][CH:8]=[C:9]2[C:4]=1[CH:3]=[N:2][N:1]2[CH2:12][CH2:11][C:10]([O:14][CH2:15][CH3:16])=[O:13]. No catalyst specified. (2) The reactants are [CH:1]1([N:6]2[C:15]3[N:14]=[C:13]([NH:16][C:17]4[CH:30]=[CH:29][C:20]([C:21]([NH:23][CH:24]5[CH2:28][CH2:27][NH:26][CH2:25]5)=[O:22])=[CH:19][C:18]=4[O:31][CH3:32])[N:12]=[CH:11][C:10]=3[N:9]([CH3:33])[C:8](=[O:34])[C@H:7]2[CH2:35][CH3:36])[CH2:5][CH2:4][CH2:3][CH2:2]1.C([O-])([O-])=O.[K+].[K+].[Na+].[I-].Br[CH2:46][CH2:47][C@H:48]([NH:57][C:58]([O:60][C:61]([CH3:64])([CH3:63])[CH3:62])=[O:59])[C:49]([O:51][CH:52]1[CH2:56][CH2:55][CH2:54][CH2:53]1)=[O:50]. The catalyst is CN(C=O)C.CCOC(C)=O. The product is [C:61]([O:60][C:58]([NH:57][C@@H:48]([CH2:47][CH2:46][N:26]1[CH2:27][CH2:28][CH:24]([NH:23][C:21](=[O:22])[C:20]2[CH:29]=[CH:30][C:17]([NH:16][C:13]3[N:12]=[CH:11][C:10]4[N:9]([CH3:33])[C:8](=[O:34])[C@@H:7]([CH2:35][CH3:36])[N:6]([CH:1]5[CH2:5][CH2:4][CH2:3][CH2:2]5)[C:15]=4[N:14]=3)=[C:18]([O:31][CH3:32])[CH:19]=2)[CH2:25]1)[C:49]([O:51][CH:52]1[CH2:53][CH2:54][CH2:55][CH2:56]1)=[O:50])=[O:59])([CH3:64])([CH3:63])[CH3:62]. The yield is 0.710.